This data is from Catalyst prediction with 721,799 reactions and 888 catalyst types from USPTO. The task is: Predict which catalyst facilitates the given reaction. (1) Reactant: C1(C(=[N:14][C:15]2[CH:20]=[CH:19][C:18]([C@@H:21]3[O:26][CH2:25][CH2:24][N:23]([C:27]([O:29][C:30]([CH3:33])([CH3:32])[CH3:31])=[O:28])[CH2:22]3)=[CH:17][CH:16]=2)C2C=CC=CC=2)C=CC=CC=1.C([O-])=O.[NH4+]. Product: [NH2:14][C:15]1[CH:20]=[CH:19][C:18]([C@@H:21]2[O:26][CH2:25][CH2:24][N:23]([C:27]([O:29][C:30]([CH3:33])([CH3:32])[CH3:31])=[O:28])[CH2:22]2)=[CH:17][CH:16]=1. The catalyst class is: 43. (2) Reactant: [NH:1]1[CH2:6][CH2:5][CH:4]([C:7]2[N:11]3[C:12]4[CH:18]=[CH:17][NH:16][C:13]=4[N:14]=[CH:15][C:10]3=[N:9][N:8]=2)[CH2:3][CH2:2]1.N1C=CC=CC=1.[C:25]([CH2:27][C:28](OC1C(F)=C(F)C(F)=C(F)C=1F)=[O:29])#[N:26]. Product: [C:7]1([CH:4]2[CH2:3][CH2:2][N:1]([C:28](=[O:29])[CH2:27][C:25]#[N:26])[CH2:6][CH2:5]2)[N:11]2[C:12]3[CH:18]=[CH:17][NH:16][C:13]=3[N:14]=[CH:15][C:10]2=[N:9][N:8]=1. The catalyst class is: 3. (3) Reactant: [N:1]12[CH2:8][CH2:7][CH:4]([CH2:5][CH2:6]1)[C@@H:3]([C:9]([OH:11])=O)[CH2:2]2.S(Cl)(Cl)=O.[Br:16][C:17]1[CH:23]=[CH:22][C:20]([NH2:21])=[CH:19][CH:18]=1.C(N(CC)C(C)C)(C)C. Product: [Br:16][C:17]1[CH:23]=[CH:22][C:20]([NH:21][C:9]([C@@H:3]2[CH:4]3[CH2:5][CH2:6][N:1]([CH2:8][CH2:7]3)[CH2:2]2)=[O:11])=[CH:19][CH:18]=1. The catalyst class is: 3. (4) The catalyst class is: 2. Reactant: [CH3:1][S:2](Cl)(=[O:4])=[O:3].[Cl:6][C:7]1[C:8]([O:17][C:18]2[CH:23]=[CH:22][C:21]([Cl:24])=[C:20]([Cl:25])[CH:19]=2)=[CH:9][C:10]2[O:14][N:13]=[C:12]([NH2:15])[C:11]=2[CH:16]=1.C(N(CC)CC)C. Product: [Cl:6][C:7]1[C:8]([O:17][C:18]2[CH:23]=[CH:22][C:21]([Cl:24])=[C:20]([Cl:25])[CH:19]=2)=[CH:9][C:10]2[O:14][N:13]=[C:12]([NH:15][S:2]([CH3:1])(=[O:4])=[O:3])[C:11]=2[CH:16]=1. (5) Product: [C:1]([O:5][C:6](=[O:27])[C:7]1[CH:12]=[CH:11][C:10]([O:13][CH2:14][CH2:15][CH2:16][CH2:17][CH2:18][CH2:19][CH2:20][CH2:21][CH2:22][C:23]([OH:25])=[O:24])=[CH:9][CH:8]=1)([CH3:4])([CH3:2])[CH3:3]. The catalyst class is: 20. Reactant: [C:1]([O:5][C:6](=[O:27])[C:7]1[CH:12]=[CH:11][C:10]([O:13][CH2:14][CH2:15][CH2:16][CH2:17][CH2:18][CH2:19][CH2:20][CH2:21][CH2:22][C:23]([O:25]C)=[O:24])=[CH:9][CH:8]=1)([CH3:4])([CH3:3])[CH3:2].[OH-].[Na+].CCOC(C)=O.Cl. (6) Reactant: [C:1]([NH:9][C:10]1[S:11][CH2:12][C@@H:13]2[CH2:19][C@H:18]([C:20](Cl)=[O:21])[O:17][CH2:16][C@:14]2([C:23]2[CH:28]=[CH:27][C:26]([F:29])=[CH:25][C:24]=2[F:30])[N:15]=1)(=[O:8])[C:2]1[CH:7]=[CH:6][CH:5]=[CH:4][CH:3]=1.[N+](=[CH:33][Si](C)(C)C)=[N-].[BrH:38]. Product: [Br:38][CH2:33][C:20]([C@@H:18]1[O:17][CH2:16][C@:14]2([C:23]3[CH:28]=[CH:27][C:26]([F:29])=[CH:25][C:24]=3[F:30])[N:15]=[C:10]([NH:9][C:1](=[O:8])[C:2]3[CH:7]=[CH:6][CH:5]=[CH:4][CH:3]=3)[S:11][CH2:12][C@@H:13]2[CH2:19]1)=[O:21]. The catalyst class is: 841. (7) Reactant: [C:1]1([CH2:7]/[CH:8]=[CH:9]/[C@H:10]([C:17]2[CH:22]=[CH:21][C:20]([O:23]C3CCCCO3)=[CH:19][CH:18]=2)[CH2:11][C:12]([O:14][CH2:15][CH3:16])=[O:13])[CH:6]=[CH:5][CH:4]=[CH:3][CH:2]=1.CC1C=CC(S([O-])(=O)=O)=CC=1.C1C=C[NH+]=CC=1. Product: [OH:23][C:20]1[CH:19]=[CH:18][C:17]([C@@H:10](/[CH:9]=[CH:8]/[CH2:7][C:1]2[CH:2]=[CH:3][CH:4]=[CH:5][CH:6]=2)[CH2:11][C:12]([O:14][CH2:15][CH3:16])=[O:13])=[CH:22][CH:21]=1. The catalyst class is: 14. (8) Reactant: [Cl:1][CH2:2][C:3](=[N:5][OH:6])[NH2:4].C(Cl)[C:8]1[CH:13]=[CH:12][CH:11]=[N:10][CH:9]=1.[C:15]1(C)C=CC=CC=1. Product: [Cl:1][CH2:2][C:3]1[N:4]=[C:15]([C:9]2[CH:8]=[CH:13][CH:12]=[CH:11][N:10]=2)[O:6][N:5]=1. The catalyst class is: 13.